This data is from Catalyst prediction with 721,799 reactions and 888 catalyst types from USPTO. The task is: Predict which catalyst facilitates the given reaction. (1) Reactant: [O:1]([C:8]1[C:21](=[O:22])[N:20]([CH3:23])[C:11]2[N:12]=[C:13](S(C)(=O)=O)[N:14]=[CH:15][C:10]=2[CH:9]=1)[C:2]1[CH:7]=[CH:6][CH:5]=[CH:4][CH:3]=1.[NH2:24][C:25]1[CH:30]=[CH:29][C:28]([CH2:31][CH2:32][OH:33])=[CH:27][CH:26]=1.CO. Product: [OH:33][CH2:32][CH2:31][C:28]1[CH:29]=[CH:30][C:25]([NH:24][C:13]2[N:14]=[CH:15][C:10]3[CH:9]=[C:8]([O:1][C:2]4[CH:7]=[CH:6][CH:5]=[CH:4][CH:3]=4)[C:21](=[O:22])[N:20]([CH3:23])[C:11]=3[N:12]=2)=[CH:26][CH:27]=1. The catalyst class is: 60. (2) Reactant: C[O:2][C:3](=[O:26])[C:4]1[CH:9]=[C:8]([C:10](=[O:18])[C:11]2[CH:16]=[CH:15][C:14](Br)=[CH:13][N:12]=2)[CH:7]=[CH:6][C:5]=1[O:19][C:20]1[CH:25]=[CH:24][CH:23]=[CH:22][CH:21]=1.[O-]P([O-])([O-])=O.[K+].[K+].[K+].[Cl:35][C:36]1[CH:37]=[C:38](B(O)O)[CH:39]=[CH:40][CH:41]=1. Product: [Cl:35][C:36]1[CH:41]=[C:40]([C:14]2[CH:15]=[CH:16][C:11]([C:10]([C:8]3[CH:7]=[CH:6][C:5]([O:19][C:20]4[CH:25]=[CH:24][CH:23]=[CH:22][CH:21]=4)=[C:4]([CH:9]=3)[C:3]([OH:2])=[O:26])=[O:18])=[N:12][CH:13]=2)[CH:39]=[CH:38][CH:37]=1. The catalyst class is: 203.